The task is: Binary Classification. Given a drug SMILES string, predict its activity (active/inactive) in a high-throughput screening assay against a specified biological target.. This data is from Choline transporter screen with 302,306 compounds. The compound is Clc1cc2c(N(C(=O)C(N=C2c2ccccc2)C(CC)C)CC(=O)NCc2occc2)cc1. The result is 0 (inactive).